This data is from Full USPTO retrosynthesis dataset with 1.9M reactions from patents (1976-2016). The task is: Predict the reactants needed to synthesize the given product. Given the product [C:1]1([O:11][CH2:12][CH2:13][CH2:14][CH2:15][CH2:16][O:17][C:18]2[CH:27]=[CH:26][CH:25]=[C:24]3[C:19]=2[CH2:20][CH2:21][CH2:22][N:23]3[C:45](=[S:29])[NH2:42])[C:10]2[C:5](=[CH:6][CH:7]=[CH:8][CH:9]=2)[CH:4]=[CH:3][CH:2]=1, predict the reactants needed to synthesize it. The reactants are: [C:1]1([O:11][CH2:12][CH2:13][CH2:14][CH2:15][CH2:16][O:17][C:18]2[CH:27]=[CH:26][CH:25]=[C:24]3[C:19]=2[CH2:20][CH2:21][CH2:22][NH:23]3)[C:10]2[C:5](=[CH:6][CH:7]=[CH:8][CH:9]=2)[CH:4]=[CH:3][CH:2]=1.C(C1NC=CN=1)(C1NC=CN=1)=[S:29].C([N:42]([CH2:45]C)CC)C.N.